This data is from Full USPTO retrosynthesis dataset with 1.9M reactions from patents (1976-2016). The task is: Predict the reactants needed to synthesize the given product. Given the product [Cl:14][C:12]1[C:13]2[N:8]([C:7]([CH:15]3[CH2:19][CH2:18][O:17][CH2:16]3)=[CH:6][C:5]=2[C:3]([NH:21][CH2:22][C:23]2([OH:33])[CH2:28][CH2:27][CH2:26][CH:25]([C:29]([F:31])([F:32])[F:30])[CH2:24]2)=[O:4])[CH:9]=[CH:10][CH:11]=1, predict the reactants needed to synthesize it. The reactants are: CO[C:3]([C:5]1[CH:6]=[C:7]([CH:15]2[CH2:19][CH2:18][O:17][CH2:16]2)[N:8]2[C:13]=1[C:12]([Cl:14])=[CH:11][CH:10]=[CH:9]2)=[O:4].Cl.[NH2:21][CH2:22][C:23]1([OH:33])[CH2:28][CH2:27][CH2:26][CH:25]([C:29]([F:32])([F:31])[F:30])[CH2:24]1.C(N(C(C)C)C(C)C)C.N12CCC(CC1)CN2.C[Al](C)C.